The task is: Predict which catalyst facilitates the given reaction.. This data is from Catalyst prediction with 721,799 reactions and 888 catalyst types from USPTO. (1) Reactant: [C:1]([O:11]C(C)(C)C)(=[O:10])[CH2:2][C:3]([O:5]C(C)(C)C)=[O:4].C1CCN2C(=NCCC2)CC1.C(Br)(Br)(Br)Br.[Cl-].[NH4+].C([O:38][C:39](/[C:41](=[CH:48]\[C:49](\[CH3:64])=[CH:50]\[CH:51]([CH3:63])[CH2:52][CH:53]([CH3:62])[CH2:54][CH:55]([CH3:61])[CH2:56][CH:57]([CH3:60])[CH2:58][CH3:59])/[CH2:42][CH:43]([CH3:47])[C:44]([OH:46])=[O:45])=[O:40])(C)(C)C.C(=O)([O-])[O-].[K+].[K+]. Product: [C:39](/[C:41](=[CH:48]\[C:49](\[CH3:64])=[CH:50]\[CH:51]([CH3:63])[CH2:52][CH:53]([CH3:62])[CH2:54][CH:55]([CH3:61])[CH2:56][CH:57]([CH3:60])[CH2:58][CH3:59])/[CH2:42][CH:43]([CH3:47])[C:44]([O:46][CH:2]([C:1]([OH:11])=[O:10])[C:3]([OH:5])=[O:4])=[O:45])([OH:38])=[O:40]. The catalyst class is: 198. (2) Reactant: [F:1][C:2]1[CH:3]=[C:4]2[CH:10]=[C:9](/[C:11](/[C:19]3[CH:24]=[CH:23][C:22]([S:25]([CH3:28])(=[O:27])=[O:26])=[CH:21][CH:20]=3)=[CH:12]/[CH:13]3[CH2:18][CH2:17][O:16][CH2:15][CH2:14]3)[NH:8][C:5]2=[N:6][CH:7]=1. Product: [F:1][C:2]1[CH:3]=[C:4]2[CH:10]=[C:9]([CH:11]([C:19]3[CH:24]=[CH:23][C:22]([S:25]([CH3:28])(=[O:27])=[O:26])=[CH:21][CH:20]=3)[CH2:12][CH:13]3[CH2:18][CH2:17][O:16][CH2:15][CH2:14]3)[NH:8][C:5]2=[N:6][CH:7]=1. The catalyst class is: 43. (3) Reactant: [OH:1][CH:2]1[CH2:6][CH2:5][CH:4]([C:7](=[O:15])[CH2:8][C:9]2[CH:14]=[CH:13][CH:12]=[CH:11][CH:10]=2)[CH2:3]1.C(N(C(C)C)CC)(C)C.[CH3:25][O:26][CH2:27]Cl. Product: [CH3:25][O:26][CH2:27][O:1][CH:2]1[CH2:6][CH2:5][CH:4]([C:7](=[O:15])[CH2:8][C:9]2[CH:10]=[CH:11][CH:12]=[CH:13][CH:14]=2)[CH2:3]1. The catalyst class is: 112. (4) Reactant: C([O:3][C:4]([C:6]1[C:7]([NH:21][CH2:22][CH2:23][CH3:24])=[N:8][C:9]([NH:12][CH2:13][CH2:14][C:15]2[CH:20]=[CH:19][N:18]=[CH:17][CH:16]=2)=[N:10][CH:11]=1)=[O:5])C.C(O)C.[OH-].[Na+].Cl. Product: [CH2:22]([NH:21][C:7]1[C:6]([C:4]([OH:5])=[O:3])=[CH:11][N:10]=[C:9]([NH:12][CH2:13][CH2:14][C:15]2[CH:16]=[CH:17][N:18]=[CH:19][CH:20]=2)[N:8]=1)[CH2:23][CH3:24]. The catalyst class is: 7.